From a dataset of Catalyst prediction with 721,799 reactions and 888 catalyst types from USPTO. Predict which catalyst facilitates the given reaction. (1) Reactant: C([O:8][C:9]1[CH:14]=[CH:13][C:12]([C:15]2[CH:19]=[CH:18][O:17][CH:16]=2)=[CH:11][C:10]=1[N:20]1[S:24](=[O:26])(=[O:25])[NH:23][C:22](=[O:27])[CH2:21]1)C1C=CC=CC=1. Product: [OH:8][C:9]1[CH:14]=[CH:13][C:12]([CH:15]2[CH2:19][CH2:18][O:17][CH2:16]2)=[CH:11][C:10]=1[N:20]1[S:24](=[O:26])(=[O:25])[NH:23][C:22](=[O:27])[CH2:21]1. The catalyst class is: 45. (2) Reactant: [H-].[Al+3].[Li+].[H-].[H-].[H-].[CH3:7][O:8][C:9]1[CH:18]=[C:17]2[C:12]([CH2:13][CH2:14][NH:15][C:16]2=O)=[CH:11][CH:10]=1. Product: [CH3:7][O:8][C:9]1[CH:18]=[C:17]2[C:12]([CH2:13][CH2:14][NH:15][CH2:16]2)=[CH:11][CH:10]=1. The catalyst class is: 1. (3) Reactant: [C:1]([Si:5]([CH3:8])([CH3:7])Cl)([CH3:4])([CH3:3])[CH3:2].[Cl:9][C:10]1[CH:15]=[CH:14][C:13]([C:16]2[CH:21]=[CH:20][CH:19]=[C:18]([OH:22])[CH:17]=2)=[C:12]([N+:23]([O-:25])=[O:24])[CH:11]=1.N1C=CN=C1. Product: [C:1]([Si:5]([O:22][C:18]1[CH:17]=[C:16]([C:13]2[CH:14]=[CH:15][C:10]([Cl:9])=[CH:11][C:12]=2[N+:23]([O-:25])=[O:24])[CH:21]=[CH:20][CH:19]=1)([CH3:8])[CH3:7])([CH3:4])([CH3:3])[CH3:2]. The catalyst class is: 9. (4) Reactant: C[C@@H]1CN(C2C3=NC=CC=C3NC=2)CCN1C(OC(C)(C)C)=O.C(OC([NH:34][C@H:35]([CH3:54])[C:36]([N:38]([CH2:48][C:49](OCC)=[O:50])[C:39]1[C:43]2=[N:44][CH:45]=[CH:46][CH:47]=[C:42]2[NH:41][CH:40]=1)=[O:37])=O)C1C=CC=CC=1. Product: [CH3:54][C@H:35]1[NH:34][C:49](=[O:50])[CH2:48][N:38]([C:39]2[C:43]3=[N:44][CH:45]=[CH:46][CH:47]=[C:42]3[NH:41][CH:40]=2)[C:36]1=[O:37]. The catalyst class is: 43. (5) Reactant: [Cl:1][C:2]1[N:3]=[N:4][C:5](Cl)=[C:6]([CH3:9])[C:7]=1[CH3:8].[CH3:11][C@@H:12]1[CH2:17][NH:16][CH2:15][CH2:14][NH:13]1.C(=O)([O-])[O-].[K+].[K+].Cl[C:25]1[CH:30]=[CH:29][C:28]([C:31]([F:34])([F:33])[F:32])=[CH:27][N:26]=1. Product: [Cl:1][C:2]1[N:3]=[N:4][C:5]([N:16]2[CH2:15][CH2:14][N:13]([C:25]3[CH:30]=[CH:29][C:28]([C:31]([F:34])([F:33])[F:32])=[CH:27][N:26]=3)[C@H:12]([CH3:11])[CH2:17]2)=[C:6]([CH3:9])[C:7]=1[CH3:8]. The catalyst class is: 3. (6) Reactant: [CH3:1][S:2]([C:5]1[CH:10]=[CH:9][C:8]([C:11]#[C:12][Si](C)(C)C)=[CH:7][CH:6]=1)(=[O:4])=[O:3].O.[F-].C([N+](CCCC)(CCCC)CCCC)CCC.C(OCC)(=O)C. Product: [C:11]([C:8]1[CH:7]=[CH:6][C:5]([S:2]([CH3:1])(=[O:3])=[O:4])=[CH:10][CH:9]=1)#[CH:12]. The catalyst class is: 188.